Dataset: CYP2C19 inhibition data for predicting drug metabolism from PubChem BioAssay. Task: Regression/Classification. Given a drug SMILES string, predict its absorption, distribution, metabolism, or excretion properties. Task type varies by dataset: regression for continuous measurements (e.g., permeability, clearance, half-life) or binary classification for categorical outcomes (e.g., BBB penetration, CYP inhibition). Dataset: cyp2c19_veith. (1) The drug is O=c1c(-c2cccc(F)c2)nc2cncnc2n1-c1ccccc1. The result is 1 (inhibitor). (2) The compound is N#Cc1ccc(CN2CCC3(CC2)CCN(C(=O)c2cc(C(F)(F)F)cc(C(F)(F)F)c2)CC3)cc1. The result is 0 (non-inhibitor). (3) The compound is COC(=O)C1=C(C)NC(C)=C(C(=O)OCCN(C)Cc2ccccc2)[C@@H]1c1cccc([N+](=O)[O-])c1. The result is 1 (inhibitor). (4) The drug is Cc1ccc(C(=O)OCCc2c(C)[nH]n(-c3ccccc3)c2=O)cc1. The result is 1 (inhibitor). (5) The drug is CC1=C(C(=O)NCCN2CCN(C)CC2)C2(CCC(C)CC2)OC1=O. The result is 0 (non-inhibitor). (6) The compound is Clc1ncccc1-c1nc2ccccc2n1Cc1ccccc1. The result is 1 (inhibitor). (7) The drug is CCS(=O)(=O)N(C)[C@@H]1c2cc(C#N)ccc2OC(C)(C)[C@H]1O. The result is 0 (non-inhibitor).